From a dataset of Full USPTO retrosynthesis dataset with 1.9M reactions from patents (1976-2016). Predict the reactants needed to synthesize the given product. (1) The reactants are: [CH3:1][O:2][C:3]([C:5]1[N:6]([CH3:11])[N:7]=[CH:8][C:9]=1I)=[O:4].C([Mg]Cl)(C)C.CC1OCCC1.Br[C:24]1[CH:52]=[CH:51][C:27]([C:28]([N:30]([C:44]2[C:49]([CH3:50])=[CH:48][CH:47]=[CH:46][N:45]=2)[CH:31]2[CH2:36][CH2:35][CH2:34][N:33]([C:37]([O:39][C:40]([CH3:43])([CH3:42])[CH3:41])=[O:38])[CH2:32]2)=[O:29])=[CH:26][CH:25]=1. Given the product [CH3:1][O:2][C:3]([C:5]1[N:6]([CH3:11])[N:7]=[CH:8][C:9]=1[C:24]1[CH:52]=[CH:51][C:27]([C:28]([N:30]([C:44]2[C:49]([CH3:50])=[CH:48][CH:47]=[CH:46][N:45]=2)[C@@H:31]2[CH2:36][CH2:35][CH2:34][N:33]([C:37]([O:39][C:40]([CH3:43])([CH3:41])[CH3:42])=[O:38])[CH2:32]2)=[O:29])=[CH:26][CH:25]=1)=[O:4], predict the reactants needed to synthesize it. (2) The reactants are: [NH:1]1[C:9]2[CH:8]=[CH:7][CH:6]=[C:5]([C:10]([OH:12])=O)[C:4]=2[CH:3]=[N:2]1.C1CN([P+](ON2N=NC3C=CC=CC2=3)(N2CCCC2)N2CCCC2)CC1.F[P-](F)(F)(F)(F)F.C(N(CC)CC)C.[F:53][C:54]([F:64])([F:63])[C:55]1[CH:56]=[C:57]([CH:60]=[CH:61][CH:62]=1)[CH2:58][NH2:59]. Given the product [F:53][C:54]([F:63])([F:64])[C:55]1[CH:56]=[C:57]([CH:60]=[CH:61][CH:62]=1)[CH2:58][NH:59][C:10]([C:5]1[C:4]2[CH:3]=[N:2][NH:1][C:9]=2[CH:8]=[CH:7][CH:6]=1)=[O:12], predict the reactants needed to synthesize it. (3) Given the product [CH2:19]([CH:29]([CH2:33][CH2:34][CH2:35][CH2:36][CH2:37][CH2:38][CH2:39][CH2:40][CH2:41][CH2:42][CH2:43][CH3:44])[C:30]([NH:1][C:2]1[CH:11]=[CH:10][C:5]2=[N:6][C:7](=[O:9])[N:8]=[C:4]2[CH:3]=1)=[O:31])[CH2:20][CH2:21][CH2:22][CH2:23][CH2:24][CH2:25][CH2:26][CH2:27][CH3:28], predict the reactants needed to synthesize it. The reactants are: [NH2:1][C:2]1[CH:11]=[CH:10][C:5]2=[N:6][C:7](=[O:9])[N:8]=[C:4]2[CH:3]=1.C(N(CC)CC)C.[CH2:19]([CH:29]([CH2:33][CH2:34][CH2:35][CH2:36][CH2:37][CH2:38][CH2:39][CH2:40][CH2:41][CH2:42][CH2:43][CH3:44])[C:30](Cl)=[O:31])[CH2:20][CH2:21][CH2:22][CH2:23][CH2:24][CH2:25][CH2:26][CH2:27][CH3:28].O. (4) The reactants are: N1C=CC=CC=1.[NH:7]1[C:17]2[C:12](=[CH:13][CH:14]=[CH:15][CH:16]=2)[C:10](=O)[C:8]1=[O:9].O1CCOCCOCCOCCOCCOCC1.[F-].[K+]. Given the product [NH:7]1[C:17]2[C:12](=[CH:13][CH:14]=[CH:15][CH:16]=2)[CH2:10][C:8]1=[O:9], predict the reactants needed to synthesize it. (5) Given the product [CH3:24][O:23][CH2:22][O:21][C:4]1[CH:5]=[C:6]([CH:19]=[CH:20][C:3]=1[CH:25]([O:28][CH3:29])[O:30][CH3:31])[C:7]([NH:9][C:10]([CH3:18])([C:12]1[CH:13]=[CH:14][CH:15]=[CH:16][CH:17]=1)[CH3:11])=[O:8], predict the reactants needed to synthesize it. The reactants are: C([C:3]1[CH:20]=[CH:19][C:6]([C:7]([NH:9][C:10]([CH3:18])([C:12]2[CH:17]=[CH:16][CH:15]=[CH:14][CH:13]=2)[CH3:11])=[O:8])=[CH:5][C:4]=1[O:21][CH2:22][O:23][CH3:24])=O.[CH:25]([O:30][CH3:31])([O:28][CH3:29])OC.C(=O)([O-])O.[Na+].O. (6) Given the product [Cl:1][C:2]1[C:7]([NH:8][C:13]2[C:18]([C:19]#[N:20])=[CH:17][N:16]=[C:15]3[S:21][C:22]([C:24]4[CH:29]=[CH:28][CH:27]=[C:26]([CH2:30][N:31]([CH3:33])[CH3:32])[CH:25]=4)=[CH:23][C:14]=23)=[CH:6][N:5]=[C:4]2[NH:9][CH:10]=[CH:11][C:3]=12, predict the reactants needed to synthesize it. The reactants are: [Cl:1][C:2]1[C:7]([NH2:8])=[CH:6][N:5]=[C:4]2[NH:9][CH:10]=[CH:11][C:3]=12.Cl[C:13]1[C:18]([C:19]#[N:20])=[CH:17][N:16]=[C:15]2[S:21][C:22]([C:24]3[CH:29]=[CH:28][CH:27]=[C:26]([CH2:30][N:31]([CH3:33])[CH3:32])[CH:25]=3)=[CH:23][C:14]=12.P([O-])([O-])([O-])=O.[K+].[K+].[K+].C1(P(C2CCCCC2)C2C=CC=CC=2C2C(N(C)C)=CC=CC=2)CCCCC1. (7) Given the product [Br:1][C:2]1[CH:7]=[CH:6][CH:5]=[C:4]([F:8])[C:3]=1[O:9][C:17]([F:23])([F:22])[C:18]([Br:19])([F:21])[F:20], predict the reactants needed to synthesize it. The reactants are: [Br:1][C:2]1[CH:7]=[CH:6][CH:5]=[C:4]([F:8])[C:3]=1[OH:9].C(=O)([O-])[O-].[K+].[K+].Br[C:17]([F:23])([F:22])[C:18]([F:21])([F:20])[Br:19].C(S)CCC.[OH-].[Na+]. (8) Given the product [CH3:36][C:37]1[CH:42]=[C:41]([CH3:43])[CH:40]=[CH:39][C:38]=1[CH:44]([C:46]1[CH:51]=[CH:50][CH:49]=[CH:48][CH:47]=1)[NH:45][C:18](=[O:20])[CH2:17][C:14]1[CH:13]=[CH:12][C:11]([O:10][CH2:9][C:8]([C:7]2[C:2]([CH3:1])=[N:3][CH:4]=[CH:5][CH:6]=2)=[O:21])=[CH:16][CH:15]=1, predict the reactants needed to synthesize it. The reactants are: [CH3:1][C:2]1[C:7]([C:8](=[O:21])[CH2:9][O:10][C:11]2[CH:16]=[CH:15][C:14]([CH2:17][C:18]([OH:20])=O)=[CH:13][CH:12]=2)=[CH:6][CH:5]=[CH:4][N:3]=1.C(Cl)CCl.C1C=CC2N(O)N=NC=2C=1.[CH3:36][C:37]1[CH:42]=[C:41]([CH3:43])[CH:40]=[CH:39][C:38]=1[CH:44]([C:46]1[CH:51]=[CH:50][CH:49]=[CH:48][CH:47]=1)[NH2:45]. (9) Given the product [N:38]1([CH2:10][C:9]2[C:5]([C:1]([CH3:3])([CH3:4])[CH3:2])=[N:6][N:7]([C:12]3[C:17]([CH3:18])=[CH:16][N:15]=[C:14]([NH:19][C:20]4[C:21]([O:35][CH3:36])=[CH:22][C:23]([N:29]5[CH2:30][CH2:31][O:32][CH2:33][CH2:34]5)=[C:24]([NH:26][C:21](=[O:35])[CH:20]=[CH2:25])[CH:25]=4)[N:13]=3)[CH:8]=2)[CH2:41][CH2:40][CH2:39]1, predict the reactants needed to synthesize it. The reactants are: [C:1]([C:5]1[C:9]([CH:10]=O)=[CH:8][N:7]([C:12]2[C:17]([CH3:18])=[CH:16][N:15]=[C:14]([NH:19][C:20]3[CH:25]=[C:24]([N+:26]([O-])=O)[C:23]([N:29]4[CH2:34][CH2:33][O:32][CH2:31][CH2:30]4)=[CH:22][C:21]=3[O:35][CH3:36])[N:13]=2)[N:6]=1)([CH3:4])([CH3:3])[CH3:2].Cl.[NH:38]1[CH2:41][CH2:40][CH2:39]1.